Dataset: Catalyst prediction with 721,799 reactions and 888 catalyst types from USPTO. Task: Predict which catalyst facilitates the given reaction. (1) Reactant: C(N([CH2:6][CH3:7])CC)C.ClCCl.[S:11]1[CH2:14][CH:13]([S:15][CH2:16][CH2:17][OH:18])[CH2:12]1.C[S:20](Cl)(=O)=O. Product: [C:6]([O:18][CH2:17][CH2:16][S:15][CH:13]1[CH2:14][S:11][CH2:12]1)(=[S:20])[CH3:7]. The catalyst class is: 6. (2) Reactant: [C:1]([C:5]1[CH:31]=[C:8]2[N:9]=[C:10]([CH3:30])[C:11]([CH:20]([CH:25](C)[CH2:26][O:27][CH3:28])[C:21]([O:23]C)=[O:22])=[C:12]([C:13]3[CH:18]=[CH:17][C:16]([CH3:19])=[CH:15][CH:14]=3)[N:7]2[N:6]=1)([CH3:4])([CH3:3])[CH3:2].[OH-].[Na+]. Product: [C:1]([C:5]1[CH:31]=[C:8]2[N:9]=[C:10]([CH3:30])[C:11]([CH:20]([CH2:25][CH2:26][O:27][CH3:28])[C:21]([OH:23])=[O:22])=[C:12]([C:13]3[CH:18]=[CH:17][C:16]([CH3:19])=[CH:15][CH:14]=3)[N:7]2[N:6]=1)([CH3:3])([CH3:4])[CH3:2]. The catalyst class is: 5. (3) Reactant: O=[C:2]([CH3:5])[CH:3]=O.[F:6][C:7]1[CH:8]=[C:9]([NH2:14])[C:10]([NH2:13])=[CH:11][CH:12]=1. Product: [F:6][C:7]1[CH:8]=[C:9]2[C:10](=[CH:11][CH:12]=1)[N:13]=[C:2]([CH3:5])[CH:3]=[N:14]2. The catalyst class is: 6. (4) Reactant: Cl.[C:2]([O:6][C:7]([NH:9][CH2:10][C@@H:11]([C:13]([O:15][CH3:16])=[O:14])[NH2:12])=[O:8])([CH3:5])([CH3:4])[CH3:3].[CH3:17][CH:18]([CH3:21])[CH:19]=O.C(O)(=O)C.C(O[BH-](OC(=O)C)OC(=O)C)(=O)C.[Na+]. Product: [C:2]([O:6][C:7]([NH:9][CH2:10][C@@H:11]([C:13]([O:15][CH3:16])=[O:14])[NH:12][CH2:17][CH:18]([CH3:21])[CH3:19])=[O:8])([CH3:5])([CH3:4])[CH3:3]. The catalyst class is: 525.